From a dataset of Forward reaction prediction with 1.9M reactions from USPTO patents (1976-2016). Predict the product of the given reaction. (1) Given the reactants [CH:1]1([C:4]([CH:31]2[CH2:33][CH2:32]2)([C:6]2[S:10][C:9]([S:11][C:12]3[CH:13]=[C:14]4[C:19](=[CH:20][CH:21]=3)[N:18]3[C:22]([C:25]5[CH:30]=[CH:29][CH:28]=[CH:27][CH:26]=5)=[N:23][N:24]=[C:17]3[CH:16]=[CH:15]4)=[N:8][CH:7]=2)O)[CH2:3][CH2:2]1.C([SiH](CC)CC)C.C(O)(C(F)(F)F)=O, predict the reaction product. The product is: [CH:31]1([CH:4]([CH:1]2[CH2:2][CH2:3]2)[C:6]2[S:10][C:9]([S:11][C:12]3[CH:13]=[C:14]4[C:19](=[CH:20][CH:21]=3)[N:18]3[C:22]([C:25]5[CH:30]=[CH:29][CH:28]=[CH:27][CH:26]=5)=[N:23][N:24]=[C:17]3[CH:16]=[CH:15]4)=[N:8][CH:7]=2)[CH2:33][CH2:32]1. (2) Given the reactants [CH3:1][C:2]1[CH:7]=[C:6]([N+:8]([O-:10])=[O:9])[CH:5]=[CH:4][C:3]=1[SH:11].[OH-].[Na+].Cl.Cl[CH2:16][C:17]1[CH:22]=[CH:21][CH:20]=[CH:19][N:18]=1, predict the reaction product. The product is: [CH3:1][C:2]1[CH:7]=[C:6]([N+:8]([O-:10])=[O:9])[CH:5]=[CH:4][C:3]=1[S:11][CH2:16][C:17]1[CH:22]=[CH:21][CH:20]=[CH:19][N:18]=1.